From a dataset of Full USPTO retrosynthesis dataset with 1.9M reactions from patents (1976-2016). Predict the reactants needed to synthesize the given product. Given the product [N:14]1[C:18]2([CH2:19][CH2:20][CH2:21][CH2:22]2)[CH2:17][S:16][C:15]=1[NH:23][C:24]1[CH:25]=[CH:26][C:27]([O:30][C:11]([N:2]2[CH2:3][CH2:4][C:5]3[C:10](=[CH:9][CH:8]=[CH:7][CH:6]=3)[CH2:1]2)=[O:12])=[N:28][CH:29]=1, predict the reactants needed to synthesize it. The reactants are: [CH2:1]1[C:10]2[C:5](=[CH:6][CH:7]=[CH:8][CH:9]=2)[CH2:4][CH2:3][N:2]1[C:11](Cl)=[O:12].[N:14]1[C:18]2([CH2:22][CH2:21][CH2:20][CH2:19]2)[CH2:17][S:16][C:15]=1[NH:23][C:24]1[CH:25]=[CH:26][C:27]([OH:30])=[N:28][CH:29]=1.N12CCN(CC1)CC2.